Regression. Given a peptide amino acid sequence and an MHC pseudo amino acid sequence, predict their binding affinity value. This is MHC class I binding data. From a dataset of Peptide-MHC class I binding affinity with 185,985 pairs from IEDB/IMGT. (1) The peptide sequence is LTDEQKNAV. The MHC is HLA-A02:03 with pseudo-sequence HLA-A02:03. The binding affinity (normalized) is 0.0847. (2) The peptide sequence is RYSNFAWYF. The MHC is HLA-B07:02 with pseudo-sequence HLA-B07:02. The binding affinity (normalized) is 0.0847. (3) The peptide sequence is YLHDPLTPY. The MHC is HLA-B57:01 with pseudo-sequence HLA-B57:01. The binding affinity (normalized) is 0.0847. (4) The peptide sequence is YVYNHLTPL. The MHC is Patr-B0101 with pseudo-sequence Patr-B0101. The binding affinity (normalized) is 0.358. (5) The binding affinity (normalized) is 0.0847. The MHC is HLA-B08:03 with pseudo-sequence HLA-B08:03. The peptide sequence is YAYEPGSVM. (6) The peptide sequence is APAAAAQAV. The MHC is HLA-B07:02 with pseudo-sequence HLA-B07:02. The binding affinity (normalized) is 0.603.